The task is: Predict the reaction yield, written as a fraction of the theoretical maximum amount of product (1.0 means a 100% yield; for example, 0.34 means a 34% yield).. This data is from Reaction yield outcomes from USPTO patents with 853,638 reactions. (1) The reactants are Br[C:2]1[CH:3]=[C:4]([NH:10][C:11]2[CH:16]=[CH:15][C:14]([C:17]([N:19]3[C@@H:24]([CH3:25])[CH2:23][O:22][CH2:21][C@H:20]3[CH3:26])=[O:18])=[CH:13][N:12]=2)[C:5](=[O:9])[N:6]([CH3:8])[CH:7]=1.[C:27]([O:30][CH2:31][C:32]1[C:33]([N:47]2[CH2:58][CH2:57][N:56]3[C:49](=[CH:50][C:51]4[CH2:52][C:53]([CH3:60])([CH3:59])[CH2:54][C:55]=43)[C:48]2=[O:61])=[N:34][CH:35]=[CH:36][C:37]=1B1OC(C)(C)C(C)(C)O1)(=[O:29])[CH3:28].[O-]P([O-])([O-])=O.[K+].[K+].[K+].C([O-])(=O)C.[Na+]. The catalyst is C1C=CC(P(C2C=CC=CC=2)[C-]2C=CC=C2)=CC=1.C1C=CC(P(C2C=CC=CC=2)[C-]2C=CC=C2)=CC=1.Cl[Pd]Cl.[Fe+2].O.C(#N)C. The product is [C:27]([O:30][CH2:31][C:32]1[C:33]([N:47]2[CH2:58][CH2:57][N:56]3[C:49](=[CH:50][C:51]4[CH2:52][C:53]([CH3:60])([CH3:59])[CH2:54][C:55]=43)[C:48]2=[O:61])=[N:34][CH:35]=[CH:36][C:37]=1[C:2]1[CH:3]=[C:4]([NH:10][C:11]2[CH:16]=[CH:15][C:14]([C:17]([N:19]3[C@@H:24]([CH3:25])[CH2:23][O:22][CH2:21][C@H:20]3[CH3:26])=[O:18])=[CH:13][N:12]=2)[C:5](=[O:9])[N:6]([CH3:8])[CH:7]=1)(=[O:29])[CH3:28]. The yield is 0.640. (2) The reactants are [NH:1]1[CH2:6][CH2:5][CH:4]([CH2:7][CH2:8][OH:9])[CH2:3][CH2:2]1.[N:10]([CH2:13][CH3:14])=[C:11]=[S:12]. The catalyst is C(Cl)Cl. The product is [CH2:13]([NH:10][C:11]([N:1]1[CH2:6][CH2:5][CH:4]([CH2:7][CH2:8][OH:9])[CH2:3][CH2:2]1)=[S:12])[CH3:14]. The yield is 0.840. (3) The reactants are C(NCC)C.C(O)(C)(C)C.Br[CH2:12][C:13]([C:15]1[CH:20]=[CH:19][C:18]([N+:21]([O-:23])=[O:22])=[CH:17][CH:16]=1)=[O:14].[N+:24]([C:27]1[CH:32]=[CH:31][C:30]([C:33](=[O:35])[CH3:34])=[CH:29][CH:28]=1)([O-:26])=[O:25]. The catalyst is C1C=CC=CC=1.[Cl-].[Zn+2].[Cl-].O. The product is [N+:21]([C:18]1[CH:19]=[CH:20][C:15]([C:13](=[O:14])[CH2:12][CH2:34][C:33]([C:30]2[CH:29]=[CH:28][C:27]([N+:24]([O-:26])=[O:25])=[CH:32][CH:31]=2)=[O:35])=[CH:16][CH:17]=1)([O-:23])=[O:22]. The yield is 0.610.